Dataset: Full USPTO retrosynthesis dataset with 1.9M reactions from patents (1976-2016). Task: Predict the reactants needed to synthesize the given product. (1) The reactants are: [OH:1][C:2]1[CH:3]=[C:4]([CH:7]=[CH:8][C:9]=1[O:10][CH2:11][CH2:12][O:13][CH3:14])[CH:5]=O.CC[O:17][CH2:18]C.[N:20]1C=CC=CC=1. Given the product [CH3:18][O:17][N:20]=[CH:5][C:4]1[CH:7]=[CH:8][C:9]([O:10][CH2:11][CH2:12][O:13][CH3:14])=[C:2]([OH:1])[CH:3]=1, predict the reactants needed to synthesize it. (2) Given the product [C:35]([O:20][C:18](=[O:19])[CH2:21][C:3]([C:4]1[CH:9]=[CH:8][CH:7]=[C:6]([C:10]2[CH:11]=[N:12][C:13]([CH3:16])=[CH:14][CH:15]=2)[CH:5]=1)=[O:17])([CH3:34])([CH3:36])[CH3:42], predict the reactants needed to synthesize it. The reactants are: CO[C:3](=[O:17])[C:4]1[CH:9]=[CH:8][CH:7]=[C:6]([C:10]2[CH:11]=[N:12][C:13]([CH3:16])=[CH:14][CH:15]=2)[CH:5]=1.[C:18]([C:21]1C=C(B(O)O)C=CC=1)([OH:20])=[O:19].BrC1C(C)=N[CH:34]=[CH:35][CH:36]=1.O=S(Cl)Cl.[C:42](#N)C. (3) Given the product [ClH:18].[CH2:11]1[C@H:10]2[CH2:9][NH:8][CH2:17][CH2:16][N:15]2[CH2:14][CH2:13][O:12]1, predict the reactants needed to synthesize it. The reactants are: C1(C[N:8]2[CH2:17][CH2:16][N:15]3[C@@H:10]([CH2:11][O:12][CH2:13][CH2:14]3)[CH2:9]2)C=CC=CC=1.[ClH:18].[H][H]. (4) Given the product [CH2:19]([O:18][C:16]([N:10]1[CH2:11][CH:12]([OH:15])[CH2:13][CH2:14][CH:9]1[CH3:8])=[O:17])[C:20]1[CH:25]=[CH:24][CH:23]=[CH:22][CH:21]=1, predict the reactants needed to synthesize it. The reactants are: C1COCC1.[Li+].[BH4-].[CH3:8][CH:9]1[CH2:14][CH2:13][C:12](=[O:15])[CH2:11][N:10]1[C:16]([O:18][CH2:19][C:20]1[CH:25]=[CH:24][CH:23]=[CH:22][CH:21]=1)=[O:17].